From a dataset of Full USPTO retrosynthesis dataset with 1.9M reactions from patents (1976-2016). Predict the reactants needed to synthesize the given product. (1) Given the product [ClH:41].[F:34][CH:2]([F:1])[N:3]1[CH:7]=[C:6]([S:8]([N:11]2[C:15]([C:16]3[C:17]([F:22])=[N:18][CH:19]=[CH:20][CH:21]=3)=[C:14]([F:23])[C:13]([CH2:24][NH:25][CH3:26])=[CH:12]2)(=[O:9])=[O:10])[CH:5]=[N:4]1, predict the reactants needed to synthesize it. The reactants are: [F:1][CH:2]([F:34])[N:3]1[CH:7]=[C:6]([S:8]([N:11]2[C:15]([C:16]3[C:17]([F:22])=[N:18][CH:19]=[CH:20][CH:21]=3)=[C:14]([F:23])[C:13]([CH2:24][N:25](C)[C:26](=O)OC(C)(C)C)=[CH:12]2)(=[O:10])=[O:9])[CH:5]=[N:4]1.C(OCC)(=O)C.[ClH:41]. (2) Given the product [CH3:1][C:2]1[N:3]=[C:4]([NH:7][C:9]2[CH:14]=[C:13]([O:15][CH:16]3[C:25]4[C:20](=[CH:21][CH:22]=[CH:23][CH:24]=4)[CH2:19][CH2:18][CH2:17]3)[CH:12]=[CH:11][N:10]=2)[S:5][CH:6]=1, predict the reactants needed to synthesize it. The reactants are: [CH3:1][C:2]1[N:3]=[C:4]([NH2:7])[S:5][CH:6]=1.Cl[C:9]1[CH:14]=[C:13]([O:15][CH:16]2[C:25]3[C:20](=[CH:21][CH:22]=[CH:23][CH:24]=3)[CH2:19][CH2:18][CH2:17]2)[CH:12]=[CH:11][N:10]=1.P([O-])([O-])([O-])=O.[K+].[K+].[K+]. (3) Given the product [CH:1]1([CH2:4][N:5]2[CH2:11][CH2:10][CH2:9][NH:8][CH2:7][CH2:6]2)[CH2:2][CH2:3]1, predict the reactants needed to synthesize it. The reactants are: [CH:1]1([CH2:4][N:5]2[CH2:11][CH2:10][CH2:9][N:8](C(OCC3C=CC=CC=3)=O)[CH2:7][CH2:6]2)[CH2:3][CH2:2]1. (4) Given the product [F:1][C:2]1[C:3]2[N:4]([C:18]([C:23]#[C:22][C:24]3[CH:25]=[CH:26][C:27]([NH2:30])=[N:28][CH:29]=3)=[CH:19][N:20]=2)[CH:5]=[C:6]([C:8]2[CH:13]=[CH:12][C:11]([C:14]([F:17])([F:16])[F:15])=[CH:10][CH:9]=2)[CH:7]=1, predict the reactants needed to synthesize it. The reactants are: [F:1][C:2]1[C:3]2[N:4]([C:18](I)=[CH:19][N:20]=2)[CH:5]=[C:6]([C:8]2[CH:13]=[CH:12][C:11]([C:14]([F:17])([F:16])[F:15])=[CH:10][CH:9]=2)[CH:7]=1.[C:22]([C:24]1[CH:25]=[CH:26][C:27]([NH2:30])=[N:28][CH:29]=1)#[CH:23]. (5) Given the product [CH3:27][C@H:28]1[CH2:33][CH2:32][C@H:31]([NH:34][C:11]([C:1]2[C:10]3[C:5](=[CH:6][CH:7]=[CH:8][CH:9]=3)[CH:4]=[CH:3][N:2]=2)=[O:13])[CH2:30][CH2:29]1, predict the reactants needed to synthesize it. The reactants are: [C:1]1([C:11]([OH:13])=O)[C:10]2[C:5](=[CH:6][CH:7]=[CH:8][CH:9]=2)[CH:4]=[CH:3][N:2]=1.C(N1C=CN=C1)(N1C=CN=C1)=O.Cl.[CH3:27][C@H:28]1[CH2:33][CH2:32][C@H:31]([NH2:34])[CH2:30][CH2:29]1.C(N(CC)C(C)C)(C)C. (6) Given the product [CH:24]1([C:21]2[CH:22]=[N:23][C:11]([NH:10][C:6]3[CH:5]=[C:4]4[C:9](=[CH:8][CH:7]=3)[N:1]([CH2:27][C:28]3[CH:31]=[CH:35][N:34]=[CH:33][CH:29]=3)[CH:2]=[CH:3]4)=[C:12]([CH:20]=2)[C:13]([O:15][CH2:16][CH2:17][CH2:18][CH3:19])=[O:14])[CH2:25][CH2:26]1, predict the reactants needed to synthesize it. The reactants are: [NH:1]1[C:9]2[C:4](=[CH:5][C:6]([NH:10][C:11]3[N:23]=[CH:22][C:21]([CH:24]4[CH2:26][CH2:25]4)=[CH:20][C:12]=3[C:13]([O:15][CH2:16][CH2:17][CH2:18][CH3:19])=[O:14])=[CH:7][CH:8]=2)[CH:3]=[CH:2]1.[CH3:27][C:28]([CH3:31])([O-])[CH3:29].[K+].[CH3:33][N:34](C)[C:35](=O)C.C(OCC)(=O)C. (7) Given the product [NH2:9][C:3]1[N:4]=[CH:5][N:6]=[C:7]([NH:10][CH:11]2[C:14]3([CH2:15][CH2:16][N:17]([C:20](=[O:22])[CH:43]=[CH2:44])[CH2:18][CH2:19]3)[CH2:13][CH2:12]2)[C:2]=1[C:31]1[CH:32]=[CH:33][C:28]([O:27][C:34]2[CH:39]=[CH:38][CH:37]=[CH:36][CH:35]=2)=[CH:29][CH:30]=1, predict the reactants needed to synthesize it. The reactants are: Cl[C:2]1[C:3]([NH2:9])=[N:4][CH:5]=[N:6][C:7]=1Cl.[NH2:10][CH:11]1[C:14]2([CH2:19][CH2:18][N:17]([C:20]([O:22]C(C)(C)C)=O)[CH2:16][CH2:15]2)[CH2:13][CH2:12]1.[O:27]([C:34]1[CH:39]=[CH:38][C:37](B(O)O)=[CH:36][CH:35]=1)[C:28]1[CH:33]=[CH:32][CH:31]=[CH:30][CH:29]=1.[C:43](Cl)(=O)[CH:44]=C.